From a dataset of Forward reaction prediction with 1.9M reactions from USPTO patents (1976-2016). Predict the product of the given reaction. (1) Given the reactants C[CH2:2][N:3]=[C:4]=[N:5][CH2:6][CH2:7][CH2:8]N(C)C.Cl.[CH:13]1[CH:14]=[CH:15][C:16]2N(O)N=[N:19][C:17]=2C=1.[CH3:23][O:24][C:25]1[CH:26]=[C:27]2[C:31](=[CH:32][CH:33]=1)[NH:30][C:29]([CH3:34])=[C:28]2[CH2:35][C:36]([OH:38])=O.[O:39]=[O+][O-].CC[N:44]([CH:48]([CH3:50])C)[CH:45](C)C.CN(C(ON1N=N[C:61]2[CH:62]=[CH:63][CH:64]=NC1=2)=[N+](C)C)C.F[P-](F)(F)(F)(F)F.[CH3:75][O:76]NC.Cl, predict the reaction product. The product is: [CH3:75][O:76][N:44]([CH3:45])[C:48](=[O:39])[CH2:50][CH2:13][CH2:14][CH2:15][CH2:16][C@H:17]([NH:19][C:36](=[O:38])[CH2:35][C:28]1[C:27]2[C:31](=[CH:32][CH:33]=[C:25]([O:24][CH3:23])[CH:26]=2)[NH:30][C:29]=1[CH3:34])[C:4]1[NH:5][C:6]([C:7]2[CH:8]=[CH:61][CH:62]=[CH:63][CH:64]=2)=[CH:2][N:3]=1. (2) Given the reactants [Br:1][C:2]1[NH:6][C:5]([C@@H:7]2[CH2:11][C@H:10]([CH3:12])[CH2:9][N:8]2[C:13]([O:15]C(C)(C)C)=O)=[N:4][CH:3]=1.[CH3:20][O:21][C:22]([NH:24][C@@H:25]([C@@H:29]([CH3:32])[CH2:30][CH3:31])C(O)=O)=[O:23].CN(C(ON1N=NC2C=CC=NC1=2)=[N+](C)C)C.F[P-](F)(F)(F)(F)F.CCN(C(C)C)C(C)C.C([O-])(O)=O.[Na+], predict the reaction product. The product is: [Br:1][C:2]1[NH:6][C:5]([C@@H:7]2[CH2:11][C@H:10]([CH3:12])[CH2:9][N:8]2[C:13](=[O:15])[C@@H:25]([NH:24][C:22](=[O:23])[O:21][CH3:20])[C@@H:29]([CH3:32])[CH2:30][CH3:31])=[N:4][CH:3]=1. (3) Given the reactants Br[C:2]1[CH:7]=[CH:6][C:5]([C@@H:8]([N:10]2[CH2:15][CH2:14][C@:13]([CH2:22][C:23]([OH:26])([CH3:25])[CH3:24])([C:16]3[CH:21]=[CH:20][CH:19]=[CH:18][CH:17]=3)[NH:12][C:11]2=[O:27])[CH3:9])=[CH:4][CH:3]=1.[CH3:28][C:29]1([CH3:45])[C:33]([CH3:35])([CH3:34])[O:32][B:31]([B:31]2[O:32][C:33]([CH3:35])([CH3:34])[C:29]([CH3:45])([CH3:28])[O:30]2)[O:30]1.CC([O-])=O.[K+], predict the reaction product. The product is: [OH:26][C:23]([CH3:25])([CH3:24])[CH2:22][C@:13]1([C:16]2[CH:21]=[CH:20][CH:19]=[CH:18][CH:17]=2)[CH2:14][CH2:15][N:10]([C@H:8]([C:5]2[CH:6]=[CH:7][C:2]([B:31]3[O:32][C:33]([CH3:35])([CH3:34])[C:29]([CH3:45])([CH3:28])[O:30]3)=[CH:3][CH:4]=2)[CH3:9])[C:11](=[O:27])[NH:12]1. (4) Given the reactants Br[C:2]1[CH:7]=[CH:6][C:5]([O:8][CH2:9][O:10][CH3:11])=[CH:4][C:3]=1[O:12][CH2:13][O:14][CH3:15].[B:16](OC(C)C)([O:21]C(C)C)[O:17]C(C)C.C([Li])CCC.Cl, predict the reaction product. The product is: [CH3:15][O:14][CH2:13][O:12][C:3]1[CH:4]=[C:5]([O:8][CH2:9][O:10][CH3:11])[CH:6]=[CH:7][C:2]=1[B:16]([OH:21])[OH:17]. (5) Given the reactants [C:1]([C:5]1[CH:14]=[CH:13][C:8]([CH2:9][NH:10][CH2:11][CH3:12])=[CH:7][CH:6]=1)([CH3:4])([CH3:3])[CH3:2].[CH2:15]([O:17][C@H:18]([C:31]([O:33][CH2:34][CH3:35])=[O:32])[CH2:19][C:20]1[CH:30]=[CH:29][C:23]([O:24][CH2:25][C:26]([OH:28])=O)=[CH:22][CH:21]=1)[CH3:16].C(N(CC)C(C)C)(C)C.F[B-](F)(F)F.N1(OC(N(C)C)=[N+](C)C)C2C=CC=CC=2N=N1, predict the reaction product. The product is: [C:1]([C:5]1[CH:6]=[CH:7][C:8]([CH2:9][N:10]([CH2:11][CH3:12])[C:26](=[O:28])[CH2:25][O:24][C:23]2[CH:22]=[CH:21][C:20]([CH2:19][C@H:18]([O:17][CH2:15][CH3:16])[C:31]([O:33][CH2:34][CH3:35])=[O:32])=[CH:30][CH:29]=2)=[CH:13][CH:14]=1)([CH3:3])([CH3:2])[CH3:4]. (6) The product is: [NH:17]1[C:18]2[C:14](=[C:13]([NH:12][C:2]3[C:7]([C:8]#[N:9])=[CH:6][N:5]=[C:4]([CH3:10])[C:3]=3[I:11])[CH:21]=[CH:20][CH:19]=2)[CH:15]=[CH:16]1. Given the reactants Cl[C:2]1[C:7]([C:8]#[N:9])=[CH:6][N:5]=[C:4]([CH3:10])[C:3]=1[I:11].[NH2:12][C:13]1[CH:21]=[CH:20][CH:19]=[C:18]2[C:14]=1[CH:15]=[CH:16][NH:17]2, predict the reaction product. (7) Given the reactants FC(F)(F)[C:3]([N:5]([C:7]1[C:15]2[C:10](=[N:11][CH:12]=[CH:13][N:14]=2)[S:9][C:8]=1[C:16]([O-:18])=[O:17])C)=O.[OH-].[K+], predict the reaction product. The product is: [CH3:3][NH:5][C:7]1[C:15]2[C:10](=[N:11][CH:12]=[CH:13][N:14]=2)[S:9][C:8]=1[C:16]([OH:18])=[O:17]. (8) Given the reactants C(=O)([O-])[O-].[Cs+].[Cs+].Cl[CH2:8][CH2:9][O:10][CH3:11].[NH:12]1[CH2:17][CH2:16][CH:15]([N:18]2[CH2:31][C:20]3([CH2:23][N:22]([C:24]([O:26][C:27]([CH3:30])([CH3:29])[CH3:28])=[O:25])[CH2:21]3)[CH2:19]2)[CH2:14][CH2:13]1.C([O-])([O-])=O.[K+].[K+], predict the reaction product. The product is: [CH3:11][O:10][CH2:9][CH2:8][N:12]1[CH2:17][CH2:16][CH:15]([N:18]2[CH2:31][C:20]3([CH2:23][N:22]([C:24]([O:26][C:27]([CH3:29])([CH3:28])[CH3:30])=[O:25])[CH2:21]3)[CH2:19]2)[CH2:14][CH2:13]1. (9) The product is: [CH3:1][C:2]1([CH3:16])[CH2:7][C:6](=[O:8])[CH2:5][C:4]([CH3:9])([CH3:10])[N:3]1[CH2:11][C:12]([F:14])([F:15])[F:13]. Given the reactants [CH3:1][C:2]1([CH3:16])[CH2:7][CH:6]([OH:8])[CH2:5][C:4]([CH3:10])([CH3:9])[N:3]1[CH2:11][C:12]([F:15])([F:14])[F:13].C(Cl)Cl, predict the reaction product.